Dataset: Forward reaction prediction with 1.9M reactions from USPTO patents (1976-2016). Task: Predict the product of the given reaction. (1) Given the reactants Br[C:2]1[CH:7]=[CH:6][CH:5]=[CH:4][C:3]=1[NH:8][C:9](=[O:19])[CH:10]([OH:18])[C:11]1[CH:16]=[CH:15][C:14]([CH3:17])=[CH:13][CH:12]=1.O.P([O-])([O-])([O-])=O.[K+].[K+].[K+].[CH3:29][O:30][CH2:31][CH2:32][O:33]C, predict the reaction product. The product is: [CH3:29][O:30][C:31]1[CH:7]=[C:2]([C:2]2[CH:7]=[CH:6][CH:5]=[CH:4][C:3]=2[NH:8][C:9](=[O:19])[CH:10]([OH:18])[C:11]2[CH:16]=[CH:15][C:14]([CH3:17])=[CH:13][CH:12]=2)[CH:3]=[CH:4][C:32]=1[OH:33]. (2) Given the reactants [C:1]([N:8]1[CH2:13][CH2:12][NH:11][CH2:10][CH2:9]1)([O:3][C:4]([CH3:7])([CH3:6])[CH3:5])=[O:2].Br[CH2:15][CH2:16][F:17].C(N(CC)C(C)C)(C)C, predict the reaction product. The product is: [C:4]([O:3][C:1]([N:8]1[CH2:9][CH2:10][N:11]([CH2:15][CH2:16][F:17])[CH2:12][CH2:13]1)=[O:2])([CH3:7])([CH3:6])[CH3:5]. (3) Given the reactants Cl[C:2]1[N:10]=[C:9]2[C:5]([N:6]=[C:7]([CH2:12][N:13]3[CH2:18][CH2:17][CH:16]([C:19]([OH:22])([CH3:21])[CH3:20])[CH2:15][CH2:14]3)[N:8]2[CH3:11])=[C:4]([N:23]2[CH2:28][CH2:27][O:26][CH2:25][CH2:24]2)[N:3]=1.[C:29]1([NH2:36])[C:30]([NH2:35])=[CH:31][CH:32]=[CH:33][CH:34]=1.CC(C)([O-])C.[Na+], predict the reaction product. The product is: [NH2:35][C:30]1[CH:31]=[CH:32][CH:33]=[CH:34][C:29]=1[NH:36][C:2]1[N:10]=[C:9]2[C:5]([N:6]=[C:7]([CH2:12][N:13]3[CH2:18][CH2:17][CH:16]([C:19]([OH:22])([CH3:21])[CH3:20])[CH2:15][CH2:14]3)[N:8]2[CH3:11])=[C:4]([N:23]2[CH2:28][CH2:27][O:26][CH2:25][CH2:24]2)[N:3]=1.